From a dataset of Forward reaction prediction with 1.9M reactions from USPTO patents (1976-2016). Predict the product of the given reaction. (1) Given the reactants [Cl:1][C:2]1[N:7]=[CH:6][C:5]2[CH:8]=[CH:9][N:10]([CH2:11][O:12][CH2:13][CH2:14][Si:15]([CH3:18])([CH3:17])[CH3:16])[C:4]=2[CH:3]=1.[Br-:19].[Br-:20].[Br-].[NH+]1C=CC=CC=1.[NH+]1C=CC=CC=1.[NH+]1C=CC=CC=1.[O:40]1CCOCC1, predict the reaction product. The product is: [Br:19][C:8]1([Br:20])[C:5]2[CH:6]=[N:7][C:2]([Cl:1])=[CH:3][C:4]=2[N:10]([CH2:11][O:12][CH2:13][CH2:14][Si:15]([CH3:18])([CH3:17])[CH3:16])[C:9]1=[O:40]. (2) The product is: [Br:24][C:25]1[C:26]([O:1][C:2]2[CH:3]=[CH:4][C:5]3[N:9]=[C:8]([CH2:10][O:11][C:12]4[CH:13]=[C:14]([CH:19]=[CH:20][CH:21]=4)[C:15]([O:17][CH3:18])=[O:16])[N:7]([CH3:22])[C:6]=3[CH:23]=2)=[N:27][CH:28]=[C:29]([F:31])[CH:30]=1. Given the reactants [OH:1][C:2]1[CH:3]=[CH:4][C:5]2[N:9]=[C:8]([CH2:10][O:11][C:12]3[CH:13]=[C:14]([CH:19]=[CH:20][CH:21]=3)[C:15]([O:17][CH3:18])=[O:16])[N:7]([CH3:22])[C:6]=2[CH:23]=1.[Br:24][C:25]1[C:26](F)=[N:27][CH:28]=[C:29]([F:31])[CH:30]=1.N1C2C(=CC=C3C=2N=CC=C3)C=CC=1.C(=O)([O-])[O-].[Cs+].[Cs+], predict the reaction product. (3) Given the reactants [NH2:1][C:2]1[CH:3]=[C:4]2[C:13](=[CH:14][CH:15]=1)[O:12][CH2:11][C:10]1[N:5]2[C@H:6]([CH3:17])[C:7](=[O:16])[NH:8][N:9]=1.[CH:18]([N:31]1[CH2:34][C:33](OS(C)(=O)=O)([CH3:35])[CH2:32]1)([C:25]1[CH:30]=[CH:29][CH:28]=[CH:27][CH:26]=1)[C:19]1[CH:24]=[CH:23][CH:22]=[CH:21][CH:20]=1.C([O-])([O-])=O.[K+].[K+], predict the reaction product. The product is: [CH:18]([N:31]1[CH2:34][C:33]([NH:1][C:2]2[CH:3]=[C:4]3[C:13](=[CH:14][CH:15]=2)[O:12][CH2:11][C:10]2[N:5]3[C@H:6]([CH3:17])[C:7](=[O:16])[NH:8][N:9]=2)([CH3:35])[CH2:32]1)([C:25]1[CH:26]=[CH:27][CH:28]=[CH:29][CH:30]=1)[C:19]1[CH:20]=[CH:21][CH:22]=[CH:23][CH:24]=1. (4) Given the reactants [CH:1]([C:3]1[C:18]([C:19]([F:22])([F:21])[F:20])=[CH:17][C:6]([C:7]([O:9][CH2:10][C:11]2[CH:16]=[CH:15][CH:14]=[CH:13][CH:12]=2)=[O:8])=[C:5]([O:23][CH2:24][C:25]2[CH:30]=[CH:29][CH:28]=[CH:27][CH:26]=2)[CH:4]=1)=[O:2].S(=O)(=O)([OH:33])N.CC(CC)=C.Cl([O-])=O.[Na+], predict the reaction product. The product is: [C:25]1([CH2:24][O:23][C:5]2[C:6]([C:7]([O:9][CH2:10][C:11]3[CH:12]=[CH:13][CH:14]=[CH:15][CH:16]=3)=[O:8])=[CH:17][C:18]([C:19]([F:22])([F:20])[F:21])=[C:3]([CH:4]=2)[C:1]([OH:33])=[O:2])[CH:30]=[CH:29][CH:28]=[CH:27][CH:26]=1. (5) Given the reactants [Cl:1][C:2]1[C:9]([N:10]2[CH2:15][CH2:14][O:13][CH2:12][CH2:11]2)=[CH:8][C:5]([NH:6][CH3:7])=[C:4]([N+:16]([O-])=O)[CH:3]=1.C1COCC1, predict the reaction product. The product is: [Cl:1][C:2]1[C:9]([N:10]2[CH2:15][CH2:14][O:13][CH2:12][CH2:11]2)=[CH:8][C:5]([NH:6][CH3:7])=[C:4]([CH:3]=1)[NH2:16]. (6) Given the reactants [CH:1]1([C:4]2[C:9]([CH2:10]O)=[C:8]([CH2:12][O:13][CH3:14])[N:7]=[C:6]([C:15]3[CH:20]=[CH:19][C:18]([C:21]([F:24])([F:23])[F:22])=[CH:17][CH:16]=3)[N:5]=2)[CH2:3][CH2:2]1.S(Cl)([Cl:27])=O, predict the reaction product. The product is: [Cl:27][CH2:10][C:9]1[C:4]([CH:1]2[CH2:3][CH2:2]2)=[N:5][C:6]([C:15]2[CH:16]=[CH:17][C:18]([C:21]([F:23])([F:24])[F:22])=[CH:19][CH:20]=2)=[N:7][C:8]=1[CH2:12][O:13][CH3:14]. (7) Given the reactants [CH2:1]([O:4][C:5]1([CH3:34])[CH2:10][CH2:9][N:8]([C:11]2[N:16]3[N:17]=[C:18]([CH2:20]I)[CH:19]=[C:15]3[N:14]=[C:13]([CH3:22])[C:12]=2[C@H:23]([O:29][C:30]([CH3:33])([CH3:32])[CH3:31])[C:24]([O:26]CC)=[O:25])[CH2:7][CH2:6]1)[CH:2]=[CH2:3].[F:35][C:36]1[CH:37]=[CH:38][C:39]([O:44][C@H:45]([CH2:47][CH:48]=[CH2:49])[CH3:46])=[C:40]([CH2:42][OH:43])[CH:41]=1.[H-].[Na+], predict the reaction product. The product is: [CH2:1]([O:4][C:5]1([CH3:34])[CH2:6][CH2:7][N:8]([C:11]2[N:16]3[N:17]=[C:18]([CH2:20][O:43][CH2:42][C:40]4[CH:41]=[C:36]([F:35])[CH:37]=[CH:38][C:39]=4[O:44][C@H:45]([CH2:47][CH:48]=[CH2:49])[CH3:46])[CH:19]=[C:15]3[N:14]=[C:13]([CH3:22])[C:12]=2[C@H:23]([O:29][C:30]([CH3:32])([CH3:31])[CH3:33])[C:24]([OH:26])=[O:25])[CH2:9][CH2:10]1)[CH:2]=[CH2:3]. (8) The product is: [NH2:8][C:9]1[C:10]([N+:12]([O-:14])=[O:13])=[CH:11][C:3]([O:2][CH3:1])=[CH:4][C:5]=1[C:6]([OH:16])=[O:17]. Given the reactants [CH3:1][O:2][C:3]1[CH:4]=[C:5]2[C:9](=[C:10]([N+:12]([O-:14])=[O:13])[CH:11]=1)[NH:8]C(=O)[C:6]2=[O:16].[OH:17]O.Cl, predict the reaction product. (9) Given the reactants C[O:2][C:3]([CH:5]1[CH2:8][N:7]([CH2:9][C:10]2[CH:15]=[CH:14][C:13]([C:16](=[CH:18][C:19](=[O:32])[C:20]3[CH:25]=[C:24]([O:26][CH3:27])[C:23]([O:28][CH3:29])=[C:22]([O:30][CH3:31])[CH:21]=3)[CH3:17])=[CH:12][CH:11]=2)[CH2:6]1)=[O:4].COC(C1CN(CC2C=CC(OCC3C4C=C(Cl)C=CC=4OC=3)=CC=2)C1)=O, predict the reaction product. The product is: [O:32]=[C:19]([C:20]1[CH:25]=[C:24]([O:26][CH3:27])[C:23]([O:28][CH3:29])=[C:22]([O:30][CH3:31])[CH:21]=1)[CH:18]=[C:16]([C:13]1[CH:12]=[CH:11][C:10]([CH2:9][N:7]2[CH2:6][CH:5]([C:3]([OH:4])=[O:2])[CH2:8]2)=[CH:15][CH:14]=1)[CH3:17]. (10) Given the reactants [CH3:1][O:2][C:3]1[CH:4]=[C:5]([O:15][C:16]2[CH:21]=[CH:20][C:19]([S:22]([CH3:25])(=[O:24])=[O:23])=[CH:18][CH:17]=2)[CH:6]=[C:7]2[C:11]=1[NH:10][C:9]([C:12]([NH2:14])=O)=[CH:8]2.COC1C=CC(P2(SP(C3C=CC(OC)=CC=3)(=S)S2)=[S:35])=CC=1, predict the reaction product. The product is: [CH3:1][O:2][C:3]1[CH:4]=[C:5]([O:15][C:16]2[CH:21]=[CH:20][C:19]([S:22]([CH3:25])(=[O:24])=[O:23])=[CH:18][CH:17]=2)[CH:6]=[C:7]2[C:11]=1[NH:10][C:9]([C:12](=[S:35])[NH2:14])=[CH:8]2.